This data is from Full USPTO retrosynthesis dataset with 1.9M reactions from patents (1976-2016). The task is: Predict the reactants needed to synthesize the given product. (1) The reactants are: [Cl:1][C:2]1[CH:3]=[C:4]([C:8]2[N:16]=[C:15]([C:17]#[N:18])[N:14]=[C:13]3[C:9]=2[N:10]([CH2:19][C@H:20]2[CH2:25][CH2:24][C@H:23]([CH3:26])[CH2:22][CH2:21]2)[CH:11]=[N:12]3)[CH:5]=[N:6][CH:7]=1.CC1(C)CCCC(C)(C)N1[Mg]Cl.[Cl-].[Li+].[O:41]1[CH2:44][C:43](=[O:45])[CH2:42]1. Given the product [Cl:1][C:2]1[CH:3]=[C:4]([C:8]2[N:16]=[C:15]([C:17]#[N:18])[N:14]=[C:13]3[C:9]=2[N:10]([CH2:19][C@H:20]2[CH2:25][CH2:24][C@H:23]([CH3:26])[CH2:22][CH2:21]2)[C:11]([C:43]2([OH:45])[CH2:44][O:41][CH2:42]2)=[N:12]3)[CH:5]=[N:6][CH:7]=1, predict the reactants needed to synthesize it. (2) Given the product [NH2:8][C:9]1[N:10]=[C:11]([O:33][CH2:34][CH3:35])[C:12]([S:18][C:19]2[N:24]=[C:23]([NH:25][C:26](=[O:28])[CH3:27])[CH:22]=[C:21]([NH:29][C:30](=[O:32])[CH3:31])[N:20]=2)=[C:13]([O:15][CH2:16][CH3:17])[N:14]=1, predict the reactants needed to synthesize it. The reactants are: COC1C=CC(C[N:8](CC2C=CC(OC)=CC=2)[C:9]2[N:14]=[C:13]([O:15][CH2:16][CH3:17])[C:12]([S:18][C:19]3[N:24]=[C:23]([NH:25][C:26](=[O:28])[CH3:27])[CH:22]=[C:21]([NH:29][C:30](=[O:32])[CH3:31])[N:20]=3)=[C:11]([O:33][CH2:34][CH3:35])[N:10]=2)=CC=1. (3) The reactants are: FC(F)(F)S(O[C:7]1[CH:12]=[CH:11][C:10]([C:13]2[NH:21][C:16]3=[N:17][CH:18]=[CH:19][N:20]=[C:15]3[CH:14]=2)=[CH:9][CH:8]=1)(=O)=O.[O:24]1[CH2:29][CH2:28]O[CH2:26][CH2:25]1.O1C=CC=C1B(O)O.C(=O)([O-])[O-].[Na+].[Na+]. Given the product [O:24]1[CH:29]=[CH:28][CH:26]=[C:25]1[C:7]1[CH:12]=[CH:11][C:10]([C:13]2[NH:21][C:16]3=[N:17][CH:18]=[CH:19][N:20]=[C:15]3[CH:14]=2)=[CH:9][CH:8]=1, predict the reactants needed to synthesize it. (4) The reactants are: C(O)(=O)[C@@H]([C@H](C(O)=O)O)O.[CH2:11]([O:13][C:14](=[O:30])[CH2:15][O:16][C:17]1[CH:22]=[C:21]([CH:23]2[CH2:28][CH2:27][CH2:26][NH:25][CH2:24]2)[CH:20]=[CH:19][C:18]=1[CH3:29])[CH3:12].[F:31][C:32]([F:49])([F:48])[C:33]1[CH:47]=[CH:46][C:36]([CH2:37][O:38][C:39](N2C=CN=C2)=[O:40])=[CH:35][CH:34]=1. Given the product [F:31][C:32]([F:48])([F:49])[C:33]1[CH:47]=[CH:46][C:36]([CH2:37][O:38][C:39]([N:25]2[CH2:26][CH2:27][CH2:28][CH:23]([C:21]3[CH:20]=[CH:19][C:18]([CH3:29])=[C:17]([O:16][CH2:15][C:14]([O:13][CH2:11][CH3:12])=[O:30])[CH:22]=3)[CH2:24]2)=[O:40])=[CH:35][CH:34]=1, predict the reactants needed to synthesize it. (5) Given the product [Cl:15][C:16]1[N:21]=[CH:20][N:19]=[C:18]([C:22]([N:4]([C:5]2[CH:10]=[CH:9][CH:8]=[CH:7][CH:6]=2)[CH2:3][C:2]([F:11])([F:12])[F:1])=[O:23])[CH:17]=1, predict the reactants needed to synthesize it. The reactants are: [F:1][C:2]([F:12])([F:11])[CH2:3][NH:4][C:5]1[CH:10]=[CH:9][CH:8]=[CH:7][CH:6]=1.[OH-].[Na+].[Cl:15][C:16]1[N:21]=[CH:20][N:19]=[C:18]([C:22](Cl)=[O:23])[CH:17]=1.C(=O)([O-])O.[Na+]. (6) Given the product [CH3:16][C:17]1[NH:21][N:20]=[C:19]([C:22]2[O:1][N:2]=[C:3]([C:4]3[CH:5]=[CH:6][C:7]([O:10][C:11]([F:13])([F:12])[F:14])=[CH:8][CH:9]=3)[N:15]=2)[N:18]=1, predict the reactants needed to synthesize it. The reactants are: [OH:1][N:2]=[C:3]([NH2:15])[C:4]1[CH:9]=[CH:8][C:7]([O:10][C:11]([F:14])([F:13])[F:12])=[CH:6][CH:5]=1.[CH3:16][C:17]1[NH:21][N:20]=[C:19]([C:22](O)=O)[N:18]=1.CCN=C=NCCCN(C)C.Cl.C1C=CC2N(O)N=NC=2C=1.